From a dataset of Full USPTO retrosynthesis dataset with 1.9M reactions from patents (1976-2016). Predict the reactants needed to synthesize the given product. Given the product [CH3:1][O:2][C:3]1[CH:4]=[CH:5][C:6]([N:9]2[CH:13]=[CH:12][C:11]([NH:14][CH2:15][C:26]([O:28][CH3:29])=[O:27])=[N:10]2)=[CH:7][CH:8]=1, predict the reactants needed to synthesize it. The reactants are: [CH3:1][O:2][C:3]1[CH:8]=[CH:7][C:6]([N:9]2[CH:13]=[CH:12][C:11]([NH:14][C:15](OC)=O)=[N:10]2)=[CH:5][CH:4]=1.C(=O)(O)[O-].[Na+].BrC[C:26]([O:28][CH3:29])=[O:27].